This data is from Full USPTO retrosynthesis dataset with 1.9M reactions from patents (1976-2016). The task is: Predict the reactants needed to synthesize the given product. (1) Given the product [CH2:1]([O:3][C:4]([C:6]1[C:10]2[CH:11]=[CH:12][C:13]([O:15][S:35]([C:34]([F:47])([F:46])[F:33])(=[O:37])=[O:36])=[CH:14][C:9]=2[O:8][C:7]=1[C:16](=[O:25])[C:17]1[CH:22]=[CH:21][C:20]([Cl:23])=[CH:19][C:18]=1[Cl:24])=[O:5])[CH3:2], predict the reactants needed to synthesize it. The reactants are: [CH2:1]([O:3][C:4]([C:6]1[C:10]2[CH:11]=[CH:12][C:13]([OH:15])=[CH:14][C:9]=2[O:8][C:7]=1[C:16](=[O:25])[C:17]1[CH:22]=[CH:21][C:20]([Cl:23])=[CH:19][C:18]=1[Cl:24])=[O:5])[CH3:2].C(N(CC)CC)C.[F:33][C:34]([F:47])([F:46])[S:35](O[S:35]([C:34]([F:47])([F:46])[F:33])(=[O:37])=[O:36])(=[O:37])=[O:36]. (2) Given the product [NH2:1][C:2]1[N:7]=[CH:6][N:5]=[C:4]2[N:8]([CH:12]([C:14]3[CH:15]=[C:16]4[N:21]([C:22]=3[C:23]3[CH:28]=[CH:27][N:26]([CH2:32][CH2:33][N:34]5[CH2:39][CH2:38][O:37][CH2:36][CH2:35]5)[C:25](=[O:29])[CH:24]=3)[CH:20]=[CH:19][CH:18]=[CH:17]4)[CH3:13])[N:9]=[C:10]([I:11])[C:3]=12, predict the reactants needed to synthesize it. The reactants are: [NH2:1][C:2]1[N:7]=[CH:6][N:5]=[C:4]2[N:8]([CH:12]([C:14]3[CH:15]=[C:16]4[N:21]([C:22]=3[C:23]3[CH:28]=[CH:27][N:26]=[C:25]([OH:29])[CH:24]=3)[CH:20]=[CH:19][CH:18]=[CH:17]4)[CH3:13])[N:9]=[C:10]([I:11])[C:3]=12.Cl.Cl[CH2:32][CH2:33][N:34]1[CH2:39][CH2:38][O:37][CH2:36][CH2:35]1. (3) Given the product [CH3:28][S:29]([C:40]1[CH:45]=[CH:44][C:43]([NH:20][C:18]2[N:19]=[C:15]3[CH:14]=[N:13][CH:12]=[C:11]([C:7]4[CH:6]=[C:5]5[C:10](=[CH:9][CH:8]=4)[N:2]([CH3:1])[N:3]=[CH:4]5)[N:16]3[N:17]=2)=[CH:42][CH:41]=1)(=[O:31])=[O:30], predict the reactants needed to synthesize it. The reactants are: [CH3:1][N:2]1[C:10]2[C:5](=[CH:6][C:7]([C:11]3[N:16]4[N:17]=[C:18]([NH2:20])[N:19]=[C:15]4[CH:14]=[N:13][CH:12]=3)=[CH:8][CH:9]=2)[CH:4]=[N:3]1.BrC1C=CC([CH2:28][S:29](CC2C=CC(Br)=CC=2)(=[O:31])=[O:30])=CC=1.[CH:40]1(P([CH:40]2[CH2:45][CH2:44][CH2:43][CH2:42][CH2:41]2)C2C=CC=CC=2C2C=CC=CC=2N(C)C)[CH2:45][CH2:44][CH2:43][CH2:42][CH2:41]1. (4) Given the product [Cl:1][C:2]1[C:9]([O:10][CH2:21][O:23][CH3:24])=[CH:8][C:5]([C:6]#[N:7])=[CH:4][N:3]=1, predict the reactants needed to synthesize it. The reactants are: [Cl:1][C:2]1[C:9]([OH:10])=[CH:8][C:5]([C:6]#[N:7])=[CH:4][N:3]=1.C(N(CC)C(C)C)(C)C.Cl[CH:21]([O:23][CH:24](C)Cl)C. (5) Given the product [Cl:17][C:7]1[C:6]2[CH:1]=[CH:2][CH:3]=[CH:4][C:5]=2[S:11][C:10]2[CH:12]=[CH:13][CH:14]=[CH:15][C:9]=2[N:8]=1, predict the reactants needed to synthesize it. The reactants are: [CH:1]1[C:6]2[C:7](=O)[NH:8][C:9]3[CH:15]=[CH:14][CH:13]=[CH:12][C:10]=3[S:11][C:5]=2[CH:4]=[CH:3][CH:2]=1.[Cl:17]CCl.P(Cl)(Cl)(Cl)(Cl)Cl.S1C=CC=NC=C1.